From a dataset of Reaction yield outcomes from USPTO patents with 853,638 reactions. Predict the reaction yield, written as a fraction of the theoretical maximum amount of product (1.0 means a 100% yield; for example, 0.34 means a 34% yield). (1) The reactants are [CH3:1][O:2][C:3]([C:5]1([C:9]2[CH:14]=[CH:13][C:12]([NH:15][C:16]3[C:21]4[CH2:22][CH2:23][CH2:24][C:20]=4[N:19]=[C:18](Cl)[N:17]=3)=[CH:11][CH:10]=2)[CH2:8][CH2:7][CH2:6]1)=[O:4].[CH3:26][N:27]1[C:31](B2OC(C)(C)C(C)(C)O2)=[CH:30][CH:29]=[N:28]1. The catalyst is C1C=CC(P(C2C=CC=CC=2)[C-]2C=CC=C2)=CC=1.C1C=CC(P(C2C=CC=CC=2)[C-]2C=CC=C2)=CC=1.Cl[Pd]Cl.[Fe+2]. The product is [CH3:1][O:2][C:3]([C:5]1([C:9]2[CH:14]=[CH:13][C:12]([NH:15][C:16]3[C:21]4[CH2:22][CH2:23][CH2:24][C:20]=4[N:19]=[C:18]([C:30]4[CH:29]=[N:28][N:27]([CH3:26])[CH:31]=4)[N:17]=3)=[CH:11][CH:10]=2)[CH2:8][CH2:7][CH2:6]1)=[O:4]. The yield is 0.480. (2) The reactants are [C:1]([C:4]1[CH:9]=[CH:8][N:7]=[CH:6][CH:5]=1)(=[O:3])[CH3:2].[Br:10]Br. The catalyst is C(O)(=O)C.Br. The product is [BrH:10].[Br:10][CH2:2][C:1]([C:4]1[CH:9]=[CH:8][N:7]=[CH:6][CH:5]=1)=[O:3]. The yield is 0.900. (3) The reactants are [C:1]([CH2:4][O:5][C:6](=[O:20])[C@:7]([NH:18][NH2:19])([CH3:17])[CH2:8][C:9]1[CH:14]=[CH:13][C:12]([OH:15])=[C:11]([OH:16])[CH:10]=1)(O)=O.Cl[CH2:22][C:23]1[CH:24]=[C:25]([CH:40]=CC=1)[C:26]([O:28]CC1C=CC(OC)=CC=1OC)=[O:27]. No catalyst specified. The product is [OH:16][C:11]1[CH:10]=[C:9]([CH2:8][C@@:7]([NH:18][NH2:19])([CH3:17])[C:6]([O:5][CH2:4][C:1]2[CH:40]=[C:25]([CH:24]=[CH:23][CH:22]=2)[C:26]([OH:28])=[O:27])=[O:20])[CH:14]=[CH:13][C:12]=1[OH:15]. The yield is 0.260. (4) The reactants are [Cl:1][C:2]1[C:3]([F:45])=[C:4]([C@@H:8]2[C@:12]([C:15]3[CH:20]=[CH:19][C:18]([Cl:21])=[CH:17][C:16]=3[F:22])([C:13]#[N:14])[C@H:11]([CH2:23][C:24]([CH3:27])([CH3:26])[CH3:25])[NH:10][C@H:9]2[C:28](NC2C=CC(C(O)=O)=CC=2OC(F)(F)F)=[O:29])[CH:5]=[CH:6][CH:7]=1.[N:46]([C:49]1[CH:58]=[CH:57][C:52]([C:53]([O:55][CH3:56])=[O:54])=[CH:51][CH:50]=1)=[C:47]=[O:48]. The catalyst is C(Cl)Cl. The product is [CH3:56][O:55][C:53](=[O:54])[C:52]1[CH:57]=[CH:58][C:49]([N:46]2[C:28](=[O:29])[C@H:9]3[C@H:8]([C:4]4[CH:5]=[CH:6][CH:7]=[C:2]([Cl:1])[C:3]=4[F:45])[C@:12]([C:15]4[CH:20]=[CH:19][C:18]([Cl:21])=[CH:17][C:16]=4[F:22])([C:13]#[N:14])[C@H:11]([CH2:23][C:24]([CH3:27])([CH3:26])[CH3:25])[N:10]3[C:47]2=[O:48])=[CH:50][CH:51]=1. The yield is 0.923. (5) The reactants are [Si]([O:8][C@@H:9]1[CH2:13][C:12](=[O:14])[N:11]([C:15]2[CH:22]=[CH:21][C:18]([C:19]#[N:20])=[C:17]([Cl:23])[CH:16]=2)[C@H:10]1[CH2:24][CH3:25])(C(C)(C)C)(C)C.CO.Cl.C(=O)([O-])O.[Na+]. The catalyst is O1CCCC1. The product is [Cl:23][C:17]1[CH:16]=[C:15]([N:11]2[C:12](=[O:14])[CH2:13][C@@H:9]([OH:8])[C@@H:10]2[CH2:24][CH3:25])[CH:22]=[CH:21][C:18]=1[C:19]#[N:20]. The yield is 0.870. (6) The reactants are [Li+].[OH-].C([O:5][C:6]([C:8]1[C:9](Cl)=[N:10][C:11]2[C:16]([C:17]=1[CH3:18])=[CH:15][CH:14]=[C:13]([C:19]([F:22])([F:21])[F:20])[CH:12]=2)=[O:7])C.CO.C1C[O:29][CH2:28]C1. No catalyst specified. The product is [CH3:28][O:29][C:9]1[C:8]([C:6]([OH:5])=[O:7])=[C:17]([CH3:18])[C:16]2[C:11](=[CH:12][C:13]([C:19]([F:22])([F:21])[F:20])=[CH:14][CH:15]=2)[N:10]=1. The yield is 0.660. (7) The reactants are [NH2:1][CH2:2][CH2:3][C:4]1[CH:9]=[CH:8][C:7]([OH:10])=[CH:6][CH:5]=1.CO.[C:13](O[C:13]([O:15][C:16]([CH3:19])([CH3:18])[CH3:17])=[O:14])([O:15][C:16]([CH3:19])([CH3:18])[CH3:17])=[O:14]. The catalyst is C1COCC1. The product is [OH:10][C:7]1[CH:8]=[CH:9][C:4]([CH2:3][CH2:2][NH:1][C:13](=[O:14])[O:15][C:16]([CH3:19])([CH3:18])[CH3:17])=[CH:5][CH:6]=1. The yield is 1.00.